Dataset: M1 muscarinic receptor antagonist screen with 61,756 compounds. Task: Binary Classification. Given a drug SMILES string, predict its activity (active/inactive) in a high-throughput screening assay against a specified biological target. (1) The molecule is O=C(NCc1cccnc1)c1ccc(C(C)(C)C)cc1. The result is 0 (inactive). (2) The molecule is Clc1c(Cn2nnc3c2nc(nc3NCCO)C2CC2)cccc1. The result is 0 (inactive). (3) The molecule is s1c(c2nn(cc2C2n3c4c([nH]c3=NC(=N2)N)cccc4)c2ccccc2)ccc1. The result is 0 (inactive). (4) The molecule is O(C1CC2N(C(CC2)C1)C)C(=O)c1c2c([nH]c1)cccc2. The result is 1 (active). (5) The molecule is O=C1N(CC(C1)C(=O)Nc1ccncc1)c1ccc(cc1)C. The result is 0 (inactive). (6) The molecule is S(c1n(Cc2occc2)c(nn1)COc1c(OC)cccc1)CC(=O)NCc1occc1. The result is 0 (inactive).